Dataset: Forward reaction prediction with 1.9M reactions from USPTO patents (1976-2016). Task: Predict the product of the given reaction. (1) The product is: [C:1]([O:5][C:6]([NH:8][CH2:9][CH2:10][C:11]([O:13][C:20]1[CH:19]=[CH:18][C:17]([O:16][C:15]([F:14])([F:24])[F:25])=[CH:22][CH:21]=1)=[O:12])=[O:7])([CH3:4])([CH3:2])[CH3:3]. Given the reactants [C:1]([O:5][C:6]([NH:8][CH2:9][CH2:10][C:11]([OH:13])=[O:12])=[O:7])([CH3:4])([CH3:3])[CH3:2].[F:14][C:15]([F:25])([F:24])[O:16][C:17]1[CH:22]=[CH:21][C:20](O)=[CH:19][CH:18]=1.C(OC(NCCCC(OC1C(C)=CC=CC=1C)=O)=O)(C)(C)C, predict the reaction product. (2) Given the reactants [CH:1]1([N:7]2[CH2:13][C:12]([F:15])([F:14])[C:11](=[O:16])[N:10]([CH3:17])[C:9]3[CH:18]=[N:19][C:20]([NH:22][C:23]4[CH:31]=[CH:30][C:26]([C:27]([OH:29])=O)=[CH:25][C:24]=4[O:32][CH3:33])=[N:21][C:8]2=3)[CH2:6][CH2:5][CH2:4][CH2:3][CH2:2]1.CN(C(ON1N=NC2C=CC=NC1=2)=[N+](C)C)C.F[P-](F)(F)(F)(F)F.[NH2:58][C@@H:59]1[CH2:64][CH2:63][CH2:62][CH2:61][C@H:60]1[OH:65], predict the reaction product. The product is: [CH:1]1([N:7]2[CH2:13][C:12]([F:14])([F:15])[C:11](=[O:16])[N:10]([CH3:17])[C:9]3[CH:18]=[N:19][C:20]([NH:22][C:23]4[CH:31]=[CH:30][C:26]([C:27]([NH:58][C@@H:59]5[CH2:64][CH2:63][CH2:62][CH2:61][C@H:60]5[OH:65])=[O:29])=[CH:25][C:24]=4[O:32][CH3:33])=[N:21][C:8]2=3)[CH2:6][CH2:5][CH2:4][CH2:3][CH2:2]1. (3) Given the reactants [NH2:1][CH2:2][C@@H:3]1[CH2:8][CH2:7][CH2:6][N:5]([C:9]([O:11][C:12]([CH3:15])([CH3:14])[CH3:13])=[O:10])[CH2:4]1.C(N(CC)CC)C.Cl[C:24]([O:26][CH2:27][CH2:28][O:29][CH3:30])=[O:25], predict the reaction product. The product is: [C:12]([O:11][C:9]([N:5]1[CH2:6][CH2:7][CH2:8][C@@H:3]([CH2:2][NH:1][C:24](=[O:25])[O:26][CH2:27][CH2:28][O:29][CH3:30])[CH2:4]1)=[O:10])([CH3:15])([CH3:14])[CH3:13]. (4) Given the reactants Br[C:2]1[C:10]2[N:9]3[CH2:11][CH2:12][CH2:13][NH:14][C:15](=[O:16])[C:8]3=[CH:7][C:6]=2[CH:5]=[C:4]([C:17]#[N:18])[CH:3]=1.[Cl:19][C:20]1[CH:25]=[CH:24][C:23](B(O)O)=[CH:22][CH:21]=1, predict the reaction product. The product is: [Cl:19][C:20]1[CH:25]=[CH:24][C:23]([C:2]2[C:10]3[N:9]4[CH2:11][CH2:12][CH2:13][NH:14][C:15](=[O:16])[C:8]4=[CH:7][C:6]=3[CH:5]=[C:4]([C:17]#[N:18])[CH:3]=2)=[CH:22][CH:21]=1.